Task: Predict the reactants needed to synthesize the given product.. Dataset: Full USPTO retrosynthesis dataset with 1.9M reactions from patents (1976-2016) Given the product [OH:20][CH2:19][C:4]1[CH:5]=[N:6][C:7]([O:8][C:9]2[CH:14]=[CH:13][CH:12]=[C:11]([C:15]([F:18])([F:17])[F:16])[CH:10]=2)=[C:2]([CH:3]=1)[C:22]#[N:23], predict the reactants needed to synthesize it. The reactants are: Br[C:2]1[CH:3]=[C:4]([CH2:19][OH:20])[CH:5]=[N:6][C:7]=1[O:8][C:9]1[CH:14]=[CH:13][CH:12]=[C:11]([C:15]([F:18])([F:17])[F:16])[CH:10]=1.[Cu][C:22]#[N:23].N.